This data is from Full USPTO retrosynthesis dataset with 1.9M reactions from patents (1976-2016). The task is: Predict the reactants needed to synthesize the given product. (1) Given the product [Br:43][CH2:15][C:12]1[CH:13]=[C:14]2[C:9]([CH:8]=[N:7][N:6]2[CH2:5][CH2:4][CH2:3][O:2][CH3:1])=[CH:10][CH:11]=1, predict the reactants needed to synthesize it. The reactants are: [CH3:1][O:2][CH2:3][CH2:4][CH2:5][N:6]1[C:14]2[C:9](=[CH:10][CH:11]=[C:12]([CH2:15]O)[CH:13]=2)[CH:8]=[N:7]1.C1C=CC(P(C2C=CC=CC=2)C2C=CC=CC=2)=CC=1.C1C(=O)N([Br:43])C(=O)C1. (2) Given the product [Cl:1][C:2]1[CH:7]=[CH:6][C:5]([C:8]2[C:17](=[O:18])[C:16]3[C:11]([O:10][C:9]=2[CH:34]([CH3:36])[CH3:35])=[C:12]2[C:13](=[CH:14][CH:15]=3)[NH:49][N:47]=[CH:32]2)=[CH:4][CH:3]=1, predict the reactants needed to synthesize it. The reactants are: [Cl:1][C:2]1[CH:7]=[CH:6][C:5]([C:8]2[C:17](=[O:18])[C:16]3[C:11](=[C:12]([CH:32]=O)[C:13](OS(C4C(C)=CC(C)=CC=4C)(=O)=O)=[CH:14][CH:15]=3)[O:10][C:9]=2[CH:34]([CH3:36])[CH3:35])=[CH:4][CH:3]=1.S([O-])([O-])(=O)=O.[Mg+2].C([O-])(=O)C.[NH4+:47].O.[NH2:49]N. (3) Given the product [Br:1][C:2]1[CH:3]=[C:4]2[C:9](=[CH:10][CH:11]=1)[CH:8]=[C:7]([CH2:12][C:14]1[C:23]3[C:18](=[CH:19][C:20]([O:26][CH3:27])=[C:21]([O:24][CH3:25])[CH:22]=3)[N:17]=[CH:16][CH:15]=1)[CH:6]=[CH:5]2, predict the reactants needed to synthesize it. The reactants are: [Br:1][C:2]1[CH:3]=[C:4]2[C:9](=[CH:10][CH:11]=1)[CH:8]=[C:7]([CH:12]([C:14]1[C:23]3[C:18](=[CH:19][C:20]([O:26][CH3:27])=[C:21]([O:24][CH3:25])[CH:22]=3)[N:17]=[CH:16][CH:15]=1)O)[CH:6]=[CH:5]2. (4) Given the product [CH3:1][N:2]1[CH2:7][CH2:6][N:5]([CH:8]([C:12]2[CH:17]=[CH:16][CH:15]=[CH:14][CH:13]=2)[C:9]([O:11][C@@H:46]2[CH:47]3[CH2:50][CH2:51][N:44]([CH2:49][CH2:48]3)[CH2:45]2)=[O:10])[CH2:4][C:3]1=[O:18], predict the reactants needed to synthesize it. The reactants are: [CH3:1][N:2]1[CH2:7][CH2:6][N:5]([CH:8]([C:12]2[CH:17]=[CH:16][CH:15]=[CH:14][CH:13]=2)[C:9]([OH:11])=[O:10])[CH2:4][C:3]1=[O:18].C1CCC(N=C=NC2CCCCC2)CC1.C1C=CC2N(O)N=NC=2C=1.[N:44]12[CH2:51][CH2:50][CH:47]([CH2:48][CH2:49]1)[C@@H:46](O)[CH2:45]2. (5) Given the product [C:16]1([C:2]2[C:3]3[CH:15]=[CH:14][CH:13]=[CH:12][C:4]=3[S:5][C:6]=2[C:7]2[NH:8][CH2:9][CH2:10][N:11]=2)[CH:21]=[CH:20][CH:19]=[CH:18][CH:17]=1, predict the reactants needed to synthesize it. The reactants are: Cl[C:2]1[C:3]2[CH:15]=[CH:14][CH:13]=[CH:12][C:4]=2[S:5][C:6]=1[C:7]1[NH:8][CH2:9][CH2:10][N:11]=1.[C:16]1(B(O)O)[CH:21]=[CH:20][CH:19]=[CH:18][CH:17]=1. (6) Given the product [CH3:12][C:9]1[C:8]2[C:13]3[CH:23]=[CH:22][CH:21]=[CH:20][C:14]=3[C:15](=[O:16])[NH:1][CH:2]([C:3]([F:6])([F:5])[F:4])[C:7]=2[O:11][N:10]=1, predict the reactants needed to synthesize it. The reactants are: [NH2:1][C@@H:2]([C:7]1[O:11][N:10]=[C:9]([CH3:12])[C:8]=1[C:13]1[CH:23]=[CH:22][CH:21]=[CH:20][C:14]=1[C:15](OCC)=[O:16])[C:3]([F:6])([F:5])[F:4].C1COCC1.C([Mg]Cl)(C)C. (7) Given the product [CH3:6][S:7]([CH2:10][CH:29]1[O:30][B:26]([OH:27])[C:20]2[CH:19]=[C:18]([O:11][C:12]3[CH:13]=[CH:14][CH:15]=[CH:16][CH:17]=3)[CH:25]=[CH:24][C:21]1=2)(=[O:9])=[O:8], predict the reactants needed to synthesize it. The reactants are: [Li]CCCC.[CH3:6][S:7]([CH3:10])(=[O:9])=[O:8].[O:11]([C:18]1[CH:25]=[CH:24][C:21](C=O)=[C:20]([B:26]2[O:30][C:29](C)(C)C(C)(C)[O:27]2)[CH:19]=1)[C:12]1[CH:17]=[CH:16][CH:15]=[CH:14][CH:13]=1.Cl. (8) Given the product [Cl:10][C:11]1[N:16]=[CH:15][C:14]([NH:17][C:2]2[N:7]=[C:6]([C:8]#[N:9])[CH:5]=[CH:4][N:3]=2)=[CH:13][CH:12]=1, predict the reactants needed to synthesize it. The reactants are: Cl[C:2]1[N:7]=[C:6]([C:8]#[N:9])[CH:5]=[CH:4][N:3]=1.[Cl:10][C:11]1[N:16]=[CH:15][C:14]([NH2:17])=[CH:13][CH:12]=1. (9) Given the product [CH2:1]([S:5]([NH:9][C:10]1[CH:11]=[C:12]([CH:22]=[CH:23][C:24]=1[O:25][CH3:26])[C:13]([NH:15][C:16]1[CH:21]=[CH:20][CH:19]=[CH:18][CH:17]=1)=[O:14])(=[O:7])=[O:6])[CH2:2][CH2:3][CH3:4], predict the reactants needed to synthesize it. The reactants are: [CH2:1]([S:5](Cl)(=[O:7])=[O:6])[CH2:2][CH2:3][CH3:4].[NH2:9][C:10]1[CH:11]=[C:12]([CH:22]=[CH:23][C:24]=1[O:25][CH3:26])[C:13]([NH:15][C:16]1[CH:21]=[CH:20][CH:19]=[CH:18][CH:17]=1)=[O:14]. (10) Given the product [Cl:1][C:2]1[CH:3]=[C:4]([NH:5][C:12]2[C:21]3[C:16](=[CH:17][C:18]([F:25])=[C:19]([N+:22]([O-:24])=[O:23])[CH:20]=3)[N:15]=[CH:14][N:13]=2)[C:6]([F:10])=[CH:7][C:8]=1[Cl:9], predict the reactants needed to synthesize it. The reactants are: [Cl:1][C:2]1[CH:3]=[C:4]([C:6]([F:10])=[CH:7][C:8]=1[Cl:9])[NH2:5].Cl[C:12]1[C:21]2[C:16](=[CH:17][C:18]([F:25])=[C:19]([N+:22]([O-:24])=[O:23])[CH:20]=2)[N:15]=[CH:14][N:13]=1.